Dataset: Catalyst prediction with 721,799 reactions and 888 catalyst types from USPTO. Task: Predict which catalyst facilitates the given reaction. (1) Reactant: [C:1]([CH:4]([CH:6]([C:8]([OH:10])=O)O)O)(O)=O.[C:11]([C:14]([C@@H:27]1[CH2:31][CH2:30][NH:29][CH2:28]1)([C:21]1[CH:26]=[CH:25][CH:24]=[CH:23][CH:22]=1)[C:15]1[CH:20]=[CH:19][CH:18]=[CH:17][CH:16]=1)(=[O:13])[NH2:12]. The catalyst class is: 285. Product: [C:11]([C:14]([C@@H:27]1[CH2:31][CH2:30][N:29]([CH2:23][CH2:22][C:21]2[CH:14]=[CH:15][C:16]3[O:10][CH2:8][CH2:6][C:4]=3[CH:1]=2)[CH2:28]1)([C:21]1[CH:22]=[CH:23][CH:24]=[CH:25][CH:26]=1)[C:15]1[CH:20]=[CH:19][CH:18]=[CH:17][CH:16]=1)(=[O:13])[NH2:12]. (2) Reactant: [Br:1][C:2]1[C:3]2[CH:10]=[CH:9][CH:8]=[C:7]([Br:11])[C:4]=2[S:5][CH:6]=1.[N+:12]([O-])([OH:14])=[O:13].C(O)(=O)C. Product: [Br:1][C:2]1[C:3]2[CH:10]=[CH:9][CH:8]=[C:7]([Br:11])[C:4]=2[S:5][C:6]=1[N+:12]([O-:14])=[O:13]. The catalyst class is: 152. (3) Reactant: [CH2:1]([C:3]1[N:7]([CH3:8])[N:6]([C:9]2[CH:14]=[CH:13][C:12]([F:15])=[CH:11][CH:10]=2)[C:5](=[O:16])[C:4]=1[C:17]([OH:19])=O)[CH3:2].O1CCCC1.C(Cl)(=O)C(Cl)=O.[NH2:31][C:32]1[CH:53]=[CH:52][C:35]([O:36][C:37]2[CH:38]=[CH:39][C:40]3[N:41]([CH:43]=[C:44]([NH:46][C:47]([CH:49]4[CH2:51][CH2:50]4)=[O:48])[N:45]=3)[CH:42]=2)=[C:34]([F:54])[CH:33]=1. Product: [CH:49]1([C:47]([NH:46][C:44]2[N:45]=[C:40]3[CH:39]=[CH:38][C:37]([O:36][C:35]4[CH:52]=[CH:53][C:32]([NH:31][C:17]([C:4]5[C:5](=[O:16])[N:6]([C:9]6[CH:10]=[CH:11][C:12]([F:15])=[CH:13][CH:14]=6)[N:7]([CH3:8])[C:3]=5[CH2:1][CH3:2])=[O:19])=[CH:33][C:34]=4[F:54])=[CH:42][N:41]3[CH:43]=2)=[O:48])[CH2:50][CH2:51]1. The catalyst class is: 402. (4) Reactant: Cl[C:2]1[CH:3]=[CH:4][C:5]2[N:6]([C:8]([CH:11]([C:13]3[C:14]([F:24])=[C:15]4[C:20](=[CH:21][C:22]=3[F:23])[N:19]=[CH:18][CH:17]=[CH:16]4)[CH3:12])=[CH:9][N:10]=2)[N:7]=1.[F-].[K+].OC(C(F)(F)F)=O.[C:34]1([N:40]2[CH2:45][CH2:44][NH:43][CH2:42][C:41]2=[O:46])[CH:39]=[CH:38][CH:37]=[CH:36][CH:35]=1. Product: [F:24][C:14]1[C:13]([CH:11]([C:8]2[N:6]3[N:7]=[C:2]([N:43]4[CH2:44][CH2:45][N:40]([C:34]5[CH:39]=[CH:38][CH:37]=[CH:36][CH:35]=5)[C:41](=[O:46])[CH2:42]4)[CH:3]=[CH:4][C:5]3=[N:10][CH:9]=2)[CH3:12])=[C:22]([F:23])[CH:21]=[C:20]2[C:15]=1[CH:16]=[CH:17][CH:18]=[N:19]2. The catalyst class is: 37. (5) Reactant: [CH2:1]([O:9][CH2:10][CH:11]=O)[CH2:2][C:3]1[CH:8]=[CH:7][CH:6]=[CH:5][CH:4]=1.[NH:13]1[CH2:18][CH2:17][CH:16]([CH2:19][OH:20])[CH2:15][CH2:14]1.C([BH3-])#N.[Na+].N. Product: [CH2:1]([O:9][CH2:10][CH2:11][N:13]1[CH2:18][CH2:17][CH:16]([CH2:19][OH:20])[CH2:15][CH2:14]1)[CH2:2][C:3]1[CH:4]=[CH:5][CH:6]=[CH:7][CH:8]=1. The catalyst class is: 130.